Dataset: Catalyst prediction with 721,799 reactions and 888 catalyst types from USPTO. Task: Predict which catalyst facilitates the given reaction. (1) Reactant: [CH3:1][O:2][C:3]1[C:4]([C:13]([OH:15])=O)=[CH:5][C:6]2[C:11]([CH:12]=1)=[CH:10][CH:9]=[CH:8][CH:7]=2.O[N:17]1[C:21]2[CH:22]=[CH:23][CH:24]=[CH:25][C:20]=2N=N1.Cl.[CH3:27][N:28]([CH3:37])[CH2:29][CH2:30]CN=C=NCC.C(Cl)(Cl)Cl. Product: [CH3:27][N:28]1[CH2:29][CH2:30][C:20]2[C:25](=[CH:24][CH:23]=[CH:22][C:21]=2[NH:17][C:13]([C:4]2[C:3]([O:2][CH3:1])=[CH:12][C:11]3[C:6](=[CH:7][CH:8]=[CH:9][CH:10]=3)[CH:5]=2)=[O:15])[CH2:37]1. The catalyst class is: 9. (2) Reactant: [CH3:1][N:2]1[CH:6]=[C:5]([C:7]2[CH:8]=[C:9]3[C:14](=[CH:15][N:16]=2)[N:13]([C:17]2[C:21]4[CH2:22][N:23](C(OC(C)(C)C)=O)[CH2:24][CH2:25][C:20]=4[N:19]([CH:33]4[CH2:38][CH2:37][O:36][CH2:35][CH2:34]4)[N:18]=2)[CH2:12][CH2:11][CH2:10]3)[CH:4]=[N:3]1.FC(F)(F)C(O)=O. Product: [CH3:1][N:2]1[CH:6]=[C:5]([C:7]2[CH:8]=[C:9]3[C:14](=[CH:15][N:16]=2)[N:13]([C:17]2[C:21]4[CH2:22][NH:23][CH2:24][CH2:25][C:20]=4[N:19]([CH:33]4[CH2:38][CH2:37][O:36][CH2:35][CH2:34]4)[N:18]=2)[CH2:12][CH2:11][CH2:10]3)[CH:4]=[N:3]1. The catalyst class is: 2. (3) Reactant: [CH3:1][CH2:2][O:3][C:4]([CH:6]1[C:11](=[O:12])[CH2:10][CH2:9][CH2:8][CH2:7]1)=[O:5].[CH2:13](O)[CH2:14][OH:15].C1(C)C=CC(S(O)(=O)=O)=CC=1. Product: [O:15]1[C:11]2([CH2:10][CH2:9][CH2:8][CH2:7][CH:6]2[C:4]([O:3][CH2:2][CH3:1])=[O:5])[O:12][CH2:13][CH2:14]1. The catalyst class is: 11. (4) Reactant: [C:1]([C:4]1[CH:9]=[CH:8][C:7](B(O)O)=[CH:6][CH:5]=1)([OH:3])=[O:2].Br[C:14]1[CH:21]=[CH:20][C:17]([C:18]#[N:19])=[CH:16][CH:15]=1.C(=O)([O-])[O-].[Na+].[Na+].CO. Product: [C:18]([C:17]1[CH:20]=[CH:21][C:14]([C:7]2[CH:8]=[CH:9][C:4]([C:1]([OH:3])=[O:2])=[CH:5][CH:6]=2)=[CH:15][CH:16]=1)#[N:19]. The catalyst class is: 386.